This data is from Reaction yield outcomes from USPTO patents with 853,638 reactions. The task is: Predict the reaction yield, written as a fraction of the theoretical maximum amount of product (1.0 means a 100% yield; for example, 0.34 means a 34% yield). (1) The reactants are [CH3:1][N:2]1[C:6]([C:7]2[CH:8]=[C:9]([C:13]([OH:15])=O)[S:10][C:11]=2[CH3:12])=[C:5]([CH3:16])[CH:4]=[N:3]1.[NH2:17][C@@H:18]([CH2:31][C:32]1[CH:37]=[CH:36][CH:35]=[C:34]([C:38]([F:41])([F:40])[F:39])[CH:33]=1)[CH2:19][N:20]1[C:28](=[O:29])[C:27]2[C:22](=[CH:23][CH:24]=[CH:25][CH:26]=2)[C:21]1=[O:30].CC(OC(N[C@H](C(O)=O)CC1C=CC=CC=1C(F)(F)F)=O)(C)C.C1CN([P+](Br)(N2CCCC2)N2CCCC2)CC1.F[P-](F)(F)(F)(F)F.CCN(C(C)C)C(C)C. The catalyst is C(Cl)(Cl)Cl. The product is [CH3:1][N:2]1[C:6]([C:7]2[CH:8]=[C:9]([C:13]([NH:17][C@@H:18]([CH2:31][C:32]3[CH:37]=[CH:36][CH:35]=[C:34]([C:38]([F:41])([F:39])[F:40])[CH:33]=3)[CH2:19][N:20]3[C:21](=[O:30])[C:22]4[C:27](=[CH:26][CH:25]=[CH:24][CH:23]=4)[C:28]3=[O:29])=[O:15])[S:10][C:11]=2[CH3:12])=[C:5]([CH3:16])[CH:4]=[N:3]1. The yield is 0.800. (2) The reactants are Br[C:2]1[N:3]=[CH:4][C:5]([CH3:8])=[N:6][CH:7]=1.[CH2:9](C([Sn])=C(CCCC)CCCC)[CH2:10]CC. The catalyst is CN(C=O)C.C1COCC1.O.C1C=CC([P]([Pd]([P](C2C=CC=CC=2)(C2C=CC=CC=2)C2C=CC=CC=2)([P](C2C=CC=CC=2)(C2C=CC=CC=2)C2C=CC=CC=2)[P](C2C=CC=CC=2)(C2C=CC=CC=2)C2C=CC=CC=2)(C2C=CC=CC=2)C2C=CC=CC=2)=CC=1. The product is [CH3:8][C:5]1[CH:4]=[N:3][C:2]([CH:9]=[CH2:10])=[CH:7][N:6]=1. The yield is 0.710. (3) The reactants are [Cl:1][C:2]1[CH:7]=[CH:6][C:5]([I:8])=[CH:4][C:3]=1[O:9]C.B(Br)(Br)Br.C(=O)([O-])O.[Na+].Cl. The catalyst is ClCCl. The product is [Cl:1][C:2]1[CH:7]=[CH:6][C:5]([I:8])=[CH:4][C:3]=1[OH:9]. The yield is 0.870. (4) The reactants are [F:1][C:2]([F:7])([F:6])[C:3]([OH:5])=[O:4].[CH2:8]([O:12][C:13]1([C:24]2[CH:29]=[CH:28][CH:27]=[CH:26][CH:25]=2)[CH2:16][N:15](C(OC(C)(C)C)=O)[CH2:14]1)[CH2:9][CH2:10][CH3:11]. The catalyst is ClCCl. The product is [F:1][C:2]([F:7])([F:6])[C:3]([OH:5])=[O:4].[CH2:8]([O:12][C:13]1([C:24]2[CH:29]=[CH:28][CH:27]=[CH:26][CH:25]=2)[CH2:16][NH:15][CH2:14]1)[CH2:9][CH2:10][CH3:11]. The yield is 0.760.